From a dataset of Catalyst prediction with 721,799 reactions and 888 catalyst types from USPTO. Predict which catalyst facilitates the given reaction. Reactant: [Cl:1][C:2]1[CH:7]=[C:6]([Cl:8])[CH:5]=[CH:4][C:3]=1[C:9]1[N:17]=[C:16]([S:18][CH3:19])[N:15]=[C:14]2[C:10]=1[N:11]=[CH:12][N:13]2C1CCCCO1.ClC1C=C(C=CC=1)C(OO)=[O:31]. Product: [Cl:1][C:2]1[CH:7]=[C:6]([Cl:8])[CH:5]=[CH:4][C:3]=1[C:9]1[N:17]=[C:16]([S:18]([CH3:19])=[O:31])[N:15]=[C:14]2[C:10]=1[NH:11][CH:12]=[N:13]2. The catalyst class is: 4.